This data is from NCI-60 drug combinations with 297,098 pairs across 59 cell lines. The task is: Regression. Given two drug SMILES strings and cell line genomic features, predict the synergy score measuring deviation from expected non-interaction effect. (1) Drug 1: CC1=C(C=C(C=C1)C(=O)NC2=CC(=CC(=C2)C(F)(F)F)N3C=C(N=C3)C)NC4=NC=CC(=N4)C5=CN=CC=C5. Drug 2: C1CN(CCN1C(=O)CCBr)C(=O)CCBr. Cell line: SK-MEL-28. Synergy scores: CSS=8.15, Synergy_ZIP=-1.56, Synergy_Bliss=0.0232, Synergy_Loewe=-0.181, Synergy_HSA=-1.23. (2) Cell line: SK-MEL-5. Drug 2: C(=O)(N)NO. Drug 1: C1=CC(=CC=C1CCCC(=O)O)N(CCCl)CCCl. Synergy scores: CSS=26.6, Synergy_ZIP=-7.80, Synergy_Bliss=1.30, Synergy_Loewe=-10.7, Synergy_HSA=-1.67. (3) Drug 2: C1=C(C(=O)NC(=O)N1)N(CCCl)CCCl. Cell line: MDA-MB-435. Drug 1: CC(C1=C(C=CC(=C1Cl)F)Cl)OC2=C(N=CC(=C2)C3=CN(N=C3)C4CCNCC4)N. Synergy scores: CSS=23.5, Synergy_ZIP=-0.830, Synergy_Bliss=5.52, Synergy_Loewe=-5.78, Synergy_HSA=2.22. (4) Drug 1: CC1C(C(=O)NC(C(=O)N2CCCC2C(=O)N(CC(=O)N(C(C(=O)O1)C(C)C)C)C)C(C)C)NC(=O)C3=C4C(=C(C=C3)C)OC5=C(C(=O)C(=C(C5=N4)C(=O)NC6C(OC(=O)C(N(C(=O)CN(C(=O)C7CCCN7C(=O)C(NC6=O)C(C)C)C)C)C(C)C)C)N)C. Drug 2: CC1=C(N=C(N=C1N)C(CC(=O)N)NCC(C(=O)N)N)C(=O)NC(C(C2=CN=CN2)OC3C(C(C(C(O3)CO)O)O)OC4C(C(C(C(O4)CO)O)OC(=O)N)O)C(=O)NC(C)C(C(C)C(=O)NC(C(C)O)C(=O)NCCC5=NC(=CS5)C6=NC(=CS6)C(=O)NCCC[S+](C)C)O. Cell line: TK-10. Synergy scores: CSS=12.1, Synergy_ZIP=-6.02, Synergy_Bliss=0.980, Synergy_Loewe=-0.568, Synergy_HSA=2.12. (5) Cell line: UACC-257. Drug 1: CN1CCC(CC1)COC2=C(C=C3C(=C2)N=CN=C3NC4=C(C=C(C=C4)Br)F)OC. Drug 2: COC1=CC(=CC(=C1O)OC)C2C3C(COC3=O)C(C4=CC5=C(C=C24)OCO5)OC6C(C(C7C(O6)COC(O7)C8=CC=CS8)O)O. Synergy scores: CSS=10.9, Synergy_ZIP=-3.98, Synergy_Bliss=-3.81, Synergy_Loewe=-9.76, Synergy_HSA=-3.59. (6) Drug 1: CC1=C(C=C(C=C1)NC2=NC=CC(=N2)N(C)C3=CC4=NN(C(=C4C=C3)C)C)S(=O)(=O)N.Cl. Drug 2: C#CCC(CC1=CN=C2C(=N1)C(=NC(=N2)N)N)C3=CC=C(C=C3)C(=O)NC(CCC(=O)O)C(=O)O. Cell line: NCI/ADR-RES. Synergy scores: CSS=0.0555, Synergy_ZIP=0.580, Synergy_Bliss=-0.827, Synergy_Loewe=-1.61, Synergy_HSA=-2.44. (7) Drug 1: C1=CC(=CC=C1CCC2=CNC3=C2C(=O)NC(=N3)N)C(=O)NC(CCC(=O)O)C(=O)O. Drug 2: C1CNP(=O)(OC1)N(CCCl)CCCl. Cell line: NCI-H460. Synergy scores: CSS=35.6, Synergy_ZIP=1.88, Synergy_Bliss=0.0353, Synergy_Loewe=-23.5, Synergy_HSA=0.641.